Task: Predict the reaction yield, written as a fraction of the theoretical maximum amount of product (1.0 means a 100% yield; for example, 0.34 means a 34% yield).. Dataset: Reaction yield outcomes from USPTO patents with 853,638 reactions The yield is 0.540. The product is [CH2:1]([O:3][C:4]([C:6]1[N:7]=[C:8]([C:20]2[CH:21]=[CH:22][C:23]3[CH2:24][CH2:25][CH2:26][C:27](=[O:30])[C:28]=3[CH:29]=2)[O:9][CH:10]=1)=[O:5])[CH3:2]. The reactants are [CH2:1]([O:3][C:4]([C:6]1[N:7]=[C:8](Cl)[O:9][CH:10]=1)=[O:5])[CH3:2].CC1(C)C(C)(C)OB([C:20]2[CH:29]=[C:28]3[C:23]([CH2:24][CH2:25][CH2:26][C:27]3=[O:30])=[CH:22][CH:21]=2)O1.O.C(OCC)(=O)C. The catalyst is [Br-].C([N+](CCCC)(CCCC)CCCC)CCC.O1CCOCC1.Cl[Pd](Cl)([P](C1C=CC=CC=1)(C1C=CC=CC=1)C1C=CC=CC=1)[P](C1C=CC=CC=1)(C1C=CC=CC=1)C1C=CC=CC=1.